The task is: Predict the reactants needed to synthesize the given product.. This data is from Full USPTO retrosynthesis dataset with 1.9M reactions from patents (1976-2016). (1) Given the product [CH2:14]([O:16][C:17]([C:18]1[O:11][N:10]=[C:9]([CH2:8][CH2:7][O:6][Si:5]([C:1]([CH3:4])([CH3:3])[CH3:2])([CH3:12])[CH3:13])[CH:19]=1)=[O:20])[CH3:15], predict the reactants needed to synthesize it. The reactants are: [C:1]([Si:5]([CH3:13])([CH3:12])[O:6][CH2:7][CH2:8][CH:9]=[N:10][OH:11])([CH3:4])([CH3:3])[CH3:2].[CH2:14]([O:16][C:17](=[O:20])[C:18]#[CH:19])[CH3:15].[O-]Cl.[Na+]. (2) Given the product [NH:10]1[C:6]2[CH:5]=[CH:4][N:3]=[C:2]([NH:1][C:21](=[O:23])[CH3:22])[C:7]=2[CH:8]=[CH:9]1, predict the reactants needed to synthesize it. The reactants are: [NH2:1][C:2]1[C:7]2[CH:8]=[CH:9][N:10](C(OCC3C=CC=CC=3)=O)[C:6]=2[CH:5]=[CH:4][N:3]=1.[C:21](Cl)(=[O:23])[CH3:22]. (3) Given the product [Cl:21][C:8]1[C:7]2[N:2]([CH3:1])[C:3](=[O:18])[C:4]([C:13]([O:15][CH2:16][CH3:17])=[O:14])=[CH:5][C:6]=2[CH:11]=[N:10][N:9]=1, predict the reactants needed to synthesize it. The reactants are: [CH3:1][N:2]1[C:7]2[C:8](=O)[NH:9][N:10]=[CH:11][C:6]=2[CH:5]=[C:4]([C:13]([O:15][CH2:16][CH3:17])=[O:14])[C:3]1=[O:18].P(Cl)(Cl)([Cl:21])=O. (4) Given the product [Cl:27][C:24]1[CH:25]=[CH:26][C:21]([CH:2]([N:28]2[CH:32]=[CH:31][N:30]=[CH:29]2)[C:3]2[CH:4]=[CH:5][C:6]3[NH:12][C:11](=[O:13])[CH2:10][N:9]=[C:8]([C:14]4[CH:19]=[CH:18][CH:17]=[CH:16][CH:15]=4)[C:7]=3[CH:20]=2)=[CH:22][CH:23]=1, predict the reactants needed to synthesize it. The reactants are: Cl[CH:2]([C:21]1[CH:26]=[CH:25][C:24]([Cl:27])=[CH:23][CH:22]=1)[C:3]1[CH:4]=[CH:5][C:6]2[NH:12][C:11](=[O:13])[CH2:10][N:9]=[C:8]([C:14]3[CH:19]=[CH:18][CH:17]=[CH:16][CH:15]=3)[C:7]=2[CH:20]=1.[NH:28]1[CH:32]=[CH:31][N:30]=[CH:29]1.C([O-])([O-])=O.[K+].[K+]. (5) Given the product [Br:1][C:2]1[CH:9]=[CH:8][CH:7]=[C:4]([CH:14]([O:15][CH3:16])[O:17][CH3:18])[C:3]=1[O:10][CH3:11], predict the reactants needed to synthesize it. The reactants are: [Br:1][C:2]1[C:3]([O:10][CH3:11])=[C:4]([CH:7]=[CH:8][CH:9]=1)C=O.CO[CH:14]([O:17][CH3:18])[O:15][CH3:16].ClS(O)(=O)=O. (6) Given the product [NH2:1][C:4]1[CH:5]=[C:6]([N:10]2[C:11](=[O:16])[CH2:12][CH2:13][C:14]2=[O:15])[CH:7]=[CH:8][CH:9]=1, predict the reactants needed to synthesize it. The reactants are: [N+:1]([C:4]1[CH:5]=[C:6]([N:10]2[C:14](=[O:15])[CH:13]=[CH:12][C:11]2=[O:16])[CH:7]=[CH:8][CH:9]=1)([O-])=O. (7) Given the product [C:1]12([NH:11][CH2:15][C:14]3[CH:17]=[CH:18][C:19]([OH:22])=[C:20]([OH:21])[C:13]=3[OH:12])[CH2:8][CH:7]3[CH2:6][CH:5]([CH2:4][CH:3]([CH2:9]3)[CH2:2]1)[CH2:10]2, predict the reactants needed to synthesize it. The reactants are: [C:1]12([NH2:11])[CH2:10][CH:5]3[CH2:6][CH:7]([CH2:9][CH:3]([CH2:4]3)[CH2:2]1)[CH2:8]2.[OH:12][C:13]1[C:20]([OH:21])=[C:19]([OH:22])[CH:18]=[CH:17][C:14]=1[CH:15]=O.